Dataset: Serine/threonine kinase 33 screen with 319,792 compounds. Task: Binary Classification. Given a drug SMILES string, predict its activity (active/inactive) in a high-throughput screening assay against a specified biological target. (1) The compound is N(c1cccnc1)\C(C)=C(/C#N)C#N. The result is 0 (inactive). (2) The result is 0 (inactive). The compound is S(c1n(nnn1)c1c(OC)cccc1)CC(=O)Nc1ncccc1. (3) The drug is Clc1ccc(S(=O)(=O)N(CC(=O)Nc2c(C(=O)N3CCCC3)cccc2)C)cc1. The result is 0 (inactive). (4) The molecule is FC(F)(F)c1nn(c2c1CCC2)CC(O)=O. The result is 0 (inactive). (5) The compound is O1C(CN(CC1C)CC(O)COCc1cc(OC)c(OC)cc1)C. The result is 0 (inactive). (6) The molecule is S(=O)(=O)(N(CC(=O)Nc1ccc(cc1)C)c1ccc(OCC)cc1)c1c([nH]c(=O)[nH]c1=O)C. The result is 0 (inactive). (7) The drug is S1CCC(NC(=O)C(CC)CC)C1=O. The result is 0 (inactive).